Dataset: Peptide-MHC class I binding affinity with 185,985 pairs from IEDB/IMGT. Task: Regression. Given a peptide amino acid sequence and an MHC pseudo amino acid sequence, predict their binding affinity value. This is MHC class I binding data. (1) The peptide sequence is VPGSETMCY. The MHC is HLA-A31:01 with pseudo-sequence HLA-A31:01. The binding affinity (normalized) is 0. (2) The peptide sequence is RRRWQQLL. The MHC is Mamu-A01 with pseudo-sequence Mamu-A01. The binding affinity (normalized) is 0.299.